Dataset: Full USPTO retrosynthesis dataset with 1.9M reactions from patents (1976-2016). Task: Predict the reactants needed to synthesize the given product. (1) Given the product [NH2:1][C:2]1[N:10]=[CH:9][N:8]=[C:7]2[C:3]=1[N:4]=[CH:5][N:6]2[CH2:32][C:33]1[N:34]([C:44]2[CH:49]=[CH:48][CH:47]=[CH:46][CH:45]=2)[C:35](=[O:43])[C:36]2[C:41]([CH3:42])=[N:40][O:39][C:37]=2[N:38]=1, predict the reactants needed to synthesize it. The reactants are: [NH2:1][C:2]1[N:10]=[CH:9][N:8]=[C:7]2[C:3]=1[N:4]=[CH:5][N:6]2C(C1N(C2C=CC=CC=2)C(=O)C2C(Br)=NN(C)C=2N=1)C.Cl[CH2:32][C:33]1[N:34]([C:44]2[CH:49]=[CH:48][CH:47]=[CH:46][CH:45]=2)[C:35](=[O:43])[C:36]2[C:41]([CH3:42])=[N:40][O:39][C:37]=2[N:38]=1.N1C(N)=C2C(N=CN2)=NC=1.C(=O)([O-])[O-].[K+].[K+]. (2) Given the product [C:6]([NH:5][CH2:4][CH2:3][NH:2][C:57](=[O:63])[O:58][C:59]([CH3:62])([CH3:61])[CH3:60])(=[O:28])[CH2:7][CH2:8]/[CH:9]=[CH:10]\[CH2:11]/[CH:12]=[CH:13]\[CH2:14]/[CH:15]=[CH:16]\[CH2:17]/[CH:18]=[CH:19]\[CH2:20]/[CH:21]=[CH:22]\[CH2:23]/[CH:24]=[CH:25]\[CH2:26][CH3:27], predict the reactants needed to synthesize it. The reactants are: Cl.[NH2:2][CH2:3][CH2:4][NH:5][C:6](=[O:28])[CH2:7][CH2:8]/[CH:9]=[CH:10]\[CH2:11]/[CH:12]=[CH:13]\[CH2:14]/[CH:15]=[CH:16]\[CH2:17]/[CH:18]=[CH:19]\[CH2:20]/[CH:21]=[CH:22]\[CH2:23]/[CH:24]=[CH:25]\[CH2:26][CH3:27].C(O)(=O)CC/C=C\C/C=C\C/C=C\C/C=C\C/C=C\C/C=C\CC.NCCN[C:57](=[O:63])[O:58][C:59]([CH3:62])([CH3:61])[CH3:60].CCN=C=NCCCN(C)C. (3) Given the product [C:24]([C:11]1([CH2:10][CH2:9][OH:8])[CH2:16][CH2:15][N:14]([C:17]([O:19][C:20]([CH3:21])([CH3:22])[CH3:23])=[O:18])[CH2:13][CH2:12]1)#[N:25], predict the reactants needed to synthesize it. The reactants are: [Si]([O:8][CH2:9][CH2:10][C:11]1([C:24]#[N:25])[CH2:16][CH2:15][N:14]([C:17]([O:19][C:20]([CH3:23])([CH3:22])[CH3:21])=[O:18])[CH2:13][CH2:12]1)(C(C)(C)C)(C)C.CCCC[N+](CCCC)(CCCC)CCCC.O.O.O.[F-]. (4) The reactants are: Br[C:2]1[S:10][C:9]2[N:8]([CH2:11][C:12]3[CH:17]=[CH:16][C:15]([O:18][CH3:19])=[CH:14][CH:13]=3)[C:7](=[O:20])[N:6]3[N:21]=[CH:22][N:23]=[C:5]3[C:4]=2[CH:3]=1.[B-](F)(F)(F)[CH:25]=[CH2:26].[K+].ClCCl.C(N(CC)CC)C. Given the product [CH3:19][O:18][C:15]1[CH:16]=[CH:17][C:12]([CH2:11][N:8]2[C:9]3[S:10][C:2]([CH:25]=[CH2:26])=[CH:3][C:4]=3[C:5]3=[N:23][CH:22]=[N:21][N:6]3[C:7]2=[O:20])=[CH:13][CH:14]=1, predict the reactants needed to synthesize it. (5) The reactants are: [CH3:1][C:2]1[O:6][N:5]=[C:4]([C:7]2[CH:12]=[CH:11][CH:10]=[CH:9][CH:8]=2)[C:3]=1[C:13]([NH:15][NH2:16])=[O:14].[F:17][C:18]1[CH:26]=[CH:25][C:21]([C:22](O)=O)=[CH:20][CH:19]=1. Given the product [F:17][C:18]1[CH:26]=[CH:25][C:21]([C:22]2[O:14][C:13]([C:3]3[C:4]([C:7]4[CH:12]=[CH:11][CH:10]=[CH:9][CH:8]=4)=[N:5][O:6][C:2]=3[CH3:1])=[N:15][N:16]=2)=[CH:20][CH:19]=1, predict the reactants needed to synthesize it. (6) The reactants are: N([O-])=O.[Na+].[NH2:5][C:6]1[CH:11]=[CH:10][C:9]([N:12]2[CH2:17][CH2:16][C:15](=[O:18])[CH2:14][CH2:13]2)=[C:8]([F:19])[CH:7]=1.[N-:20]=[N+:21]=[N-].[Na+].C([O-])(=O)C.[Na+]. Given the product [N:5]([C:6]1[CH:11]=[CH:10][C:9]([N:12]2[CH2:17][CH2:16][C:15](=[O:18])[CH2:14][CH2:13]2)=[C:8]([F:19])[CH:7]=1)=[N+:20]=[N-:21], predict the reactants needed to synthesize it.